From a dataset of HIV replication inhibition screening data with 41,000+ compounds from the AIDS Antiviral Screen. Binary Classification. Given a drug SMILES string, predict its activity (active/inactive) in a high-throughput screening assay against a specified biological target. (1) The compound is C=CC1C(CO)=CCC2C1CCC1C(C)(C)C(=O)CCC21C. The result is 0 (inactive). (2) The compound is CC(C)(C)OC(=O)CC(NC(=O)OC(C)(C)C)C(=O)NC(CCCCNC(=O)OCc1ccccc1)C(=O)NC(C)(C)C(=O)NCCC(=O)OCc1ccccc1. The result is 0 (inactive). (3) The compound is CC(CCC(=O)O)c1ccc(Br)cc1. The result is 0 (inactive). (4) The drug is COc1ccc(NC(=S)c2ccoc2C)cc1CC(=O)OC(C)C. The result is 1 (active). (5) The compound is COc1ccc2nc3cc([N+](=O)[O-])ccc3c(NNc3ccccc3)c2c1. The result is 0 (inactive).